This data is from Full USPTO retrosynthesis dataset with 1.9M reactions from patents (1976-2016). The task is: Predict the reactants needed to synthesize the given product. (1) The reactants are: [C:1]([C:3]1[C:8]2[N:9]=[C:10]([C@@H:12]3[CH2:14][C@H:13]3[C:15]([O:17][CH2:18][CH3:19])=[O:16])[O:11][C:7]=2[C:6](F)=[C:5]([C:21]2[CH:26]=[CH:25][CH:24]=[CH:23][CH:22]=2)[C:4]=1[CH3:27])#[N:2].C(N(CC)CC)C.[CH3:35][N:36]([CH3:42])[C@H:37]1[CH2:41][CH2:40][NH:39][CH2:38]1. Given the product [C:1]([C:3]1[C:8]2[N:9]=[C:10]([C@@H:12]3[CH2:14][C@H:13]3[C:15]([O:17][CH2:18][CH3:19])=[O:16])[O:11][C:7]=2[C:6]([N:39]2[CH2:40][CH2:41][C@H:37]([N:36]([CH3:42])[CH3:35])[CH2:38]2)=[C:5]([C:21]2[CH:26]=[CH:25][CH:24]=[CH:23][CH:22]=2)[C:4]=1[CH3:27])#[N:2], predict the reactants needed to synthesize it. (2) Given the product [Cl:1][C:2]1[CH:3]=[CH:4][C:5]([C:8]2[N:9]([C:22]3[CH:27]=[CH:26][C:25]([S:28]([CH3:31])(=[O:30])=[O:29])=[CH:24][CH:23]=3)[CH:10]=[C:11]([C:13](=[O:14])[CH3:32])[N:12]=2)=[CH:6][CH:7]=1, predict the reactants needed to synthesize it. The reactants are: [Cl:1][C:2]1[CH:7]=[CH:6][C:5]([C:8]2[N:9]([C:22]3[CH:27]=[CH:26][C:25]([S:28]([CH3:31])(=[O:30])=[O:29])=[CH:24][CH:23]=3)[CH:10]=[C:11]([CH2:13][O:14]C3C=CC(C)=CC=3)[N:12]=2)=[CH:4][CH:3]=1.[CH3:32]O. (3) Given the product [I:12][C:13]1[C:14](=[O:20])[NH:15][C:16](=[O:19])[N:17]([CH2:22][CH2:23][CH2:24][CH2:25][C:26]#[N:27])[CH:18]=1, predict the reactants needed to synthesize it. The reactants are: [NH4+].[Cl-].C[Si](N[Si](C)(C)C)(C)C.[I:12][C:13]1[C:14](=[O:20])[NH:15][C:16](=[O:19])[NH:17][CH:18]=1.Br[CH2:22][CH2:23][CH2:24][CH2:25][C:26]#[N:27]. (4) The reactants are: [CH3:1][C:2]1([CH3:19])[CH2:11][C:6]2([O:10][CH2:9][CH2:8][O:7]2)[CH2:5][CH:4]([C:12]([O:14][CH2:15][CH2:16][CH2:17][CH3:18])=[O:13])[O:3]1.[Li+].[CH3:21]C([N-]C(C)C)C.CI. Given the product [CH3:21][C:4]1([C:12]([O:14][CH2:15][CH2:16][CH2:17][CH3:18])=[O:13])[O:3][C:2]([CH3:19])([CH3:1])[CH2:11][C:6]2([O:10][CH2:9][CH2:8][O:7]2)[CH2:5]1, predict the reactants needed to synthesize it. (5) Given the product [N:1]1([C:7]2[CH:12]=[CH:11][C:10]([NH:13][C:14]([C:16]3[CH:25]=[C:24]([N:31]([CH3:32])[CH3:30])[C:23]4[C:18](=[C:19]([Br:29])[CH:20]=[C:21]([O:27][CH3:28])[CH:22]=4)[N:17]=3)=[O:15])=[CH:9][CH:8]=2)[CH2:6][CH2:5][O:4][CH2:3][CH2:2]1, predict the reactants needed to synthesize it. The reactants are: [N:1]1([C:7]2[CH:12]=[CH:11][C:10]([NH:13][C:14]([C:16]3[CH:25]=[C:24](Cl)[C:23]4[C:18](=[C:19]([Br:29])[CH:20]=[C:21]([O:27][CH3:28])[CH:22]=4)[N:17]=3)=[O:15])=[CH:9][CH:8]=2)[CH2:6][CH2:5][O:4][CH2:3][CH2:2]1.[CH3:30][NH:31][CH3:32]. (6) Given the product [ClH:1].[F:21][C:22]1[CH:23]=[C:24]2[C:28](=[CH:29][CH:30]=1)[N:27]([C:16](=[O:18])[C:15]1[CH:14]=[CH:13][C:12]([O:11][CH2:10][CH2:9][CH2:8][N:2]3[CH2:3][CH2:4][CH2:5][CH2:6][CH2:7]3)=[CH:20][CH:19]=1)[C:26]([CH3:31])=[CH:25]2, predict the reactants needed to synthesize it. The reactants are: [ClH:1].[N:2]1([CH2:8][CH2:9][CH2:10][O:11][C:12]2[CH:20]=[CH:19][C:15]([C:16]([OH:18])=O)=[CH:14][CH:13]=2)[CH2:7][CH2:6][CH2:5][CH2:4][CH2:3]1.[F:21][C:22]1[CH:23]=[C:24]2[C:28](=[CH:29][CH:30]=1)[NH:27][C:26]([CH3:31])=[CH:25]2. (7) The reactants are: [C:1]([OH:9])(=[O:8])[C:2]1[CH:7]=[CH:6][CH:5]=[CH:4][CH:3]=1.C([O-])([O-])=O.[K+].[K+].Br[CH2:17][CH2:18][CH2:19][CH2:20][C:21]#[N:22]. Given the product [C:1]([O:9][CH2:17][CH2:18][CH2:19][CH2:20][C:21]#[N:22])(=[O:8])[C:2]1[CH:7]=[CH:6][CH:5]=[CH:4][CH:3]=1, predict the reactants needed to synthesize it. (8) Given the product [Br:21][C:22]1[CH:27]=[CH:26][C:25]([CH2:28][CH2:29][N:12]2[CH2:13][CH2:14][CH:9]([C:7]([C:15]3[CH:20]=[CH:19][CH:18]=[CH:17][CH:16]=3)([C:1]3[CH:2]=[CH:3][CH:4]=[CH:5][CH:6]=3)[OH:8])[CH2:10][CH2:11]2)=[CH:24][CH:23]=1, predict the reactants needed to synthesize it. The reactants are: [C:1]1([C:7]([C:15]2[CH:20]=[CH:19][CH:18]=[CH:17][CH:16]=2)([CH:9]2[CH2:14][CH2:13][NH:12][CH2:11][CH2:10]2)[OH:8])[CH:6]=[CH:5][CH:4]=[CH:3][CH:2]=1.[Br:21][C:22]1[CH:27]=[CH:26][C:25]([CH2:28][CH2:29]Br)=[CH:24][CH:23]=1.C(#N)C. (9) Given the product [Br:1][C:2]1[CH:22]=[CH:21][C:5]2[N:6]([CH2:9][C:10]3[CH:20]=[CH:19][C:13]4[N:14]=[C:15]([S:17]([CH3:18])=[O:31])[O:16][C:12]=4[CH:11]=3)[CH:7]=[N:8][C:4]=2[CH:3]=1, predict the reactants needed to synthesize it. The reactants are: [Br:1][C:2]1[CH:22]=[CH:21][C:5]2[N:6]([CH2:9][C:10]3[CH:20]=[CH:19][C:13]4[N:14]=[C:15]([S:17][CH3:18])[O:16][C:12]=4[CH:11]=3)[CH:7]=[N:8][C:4]=2[CH:3]=1.C1C=C(Cl)C=C(C(OO)=[O:31])C=1. (10) The reactants are: Cl[C:2]1[N:7]=[C:6]([NH:8][C:9]2[NH:13][N:12]=[C:11]([CH3:14])[CH:10]=2)[CH:5]=[C:4]([N:15]2[CH2:19][CH2:18][C@H:17]([F:20])[CH2:16]2)[CH:3]=1.[SH:21][C:22]1[CH:27]=[CH:26][C:25]([NH:28][C:29]([CH:31]2[CH2:33][CH2:32]2)=[O:30])=[CH:24][CH:23]=1.C([O-])([O-])=O.[K+].[K+]. Given the product [F:20][C@H:17]1[CH2:18][CH2:19][N:15]([C:4]2[CH:5]=[C:6]([NH:8][C:9]3[NH:13][N:12]=[C:11]([CH3:14])[CH:10]=3)[N:7]=[C:2]([S:21][C:22]3[CH:23]=[CH:24][C:25]([NH:28][C:29]([CH:31]4[CH2:32][CH2:33]4)=[O:30])=[CH:26][CH:27]=3)[CH:3]=2)[CH2:16]1, predict the reactants needed to synthesize it.